From a dataset of Forward reaction prediction with 1.9M reactions from USPTO patents (1976-2016). Predict the product of the given reaction. (1) Given the reactants [CH3:1][O:2][C:3]1[CH:10]=[CH:9][C:6]([CH:7]=O)=[CH:5][CH:4]=1.[CH3:11][C:12]1([CH3:20])[O:19][C:17](=[O:18])[CH2:16][C:14](=[O:15])[O:13]1.[BH4-].[Na+], predict the reaction product. The product is: [CH3:1][O:2][C:3]1[CH:10]=[CH:9][C:6]([CH2:7][CH:16]2[C:17](=[O:18])[O:19][C:12]([CH3:20])([CH3:11])[O:13][C:14]2=[O:15])=[CH:5][CH:4]=1. (2) Given the reactants [C:1]([C:5]1[CH:10]=[CH:9][C:8](/[C:11](=[N:16]/[S@:17]([C:19]([CH3:22])([CH3:21])[CH3:20])=[O:18])/[CH2:12][CH2:13][CH2:14]Cl)=[CH:7][CH:6]=1)([CH3:4])([CH3:3])[CH3:2].CC(C[AlH]CC(C)C)C.[Li+].C[Si]([N-][Si](C)(C)C)(C)C, predict the reaction product. The product is: [CH3:20][C:19]([S@@:17]([N:16]1[CH2:14][CH2:13][CH2:12][C@H:11]1[C:8]1[CH:9]=[CH:10][C:5]([C:1]([CH3:4])([CH3:3])[CH3:2])=[CH:6][CH:7]=1)=[O:18])([CH3:22])[CH3:21]. (3) The product is: [Cl:8][C:9]1[C:10]([F:49])=[C:11]([C@@H:15]2[C@:19]([C:22]3[CH:27]=[CH:26][C:25]([Cl:28])=[CH:24][C:23]=3[F:29])([C:20]#[N:21])[C@H:18]([CH2:30][C:31]([CH3:33])([CH3:34])[CH3:32])[NH:17][C@H:16]2[C:35]([NH:37][C:38]2[CH:46]=[CH:45][C:41]([C:42]([O:44][CH:5]([O:4][C:1](=[O:3])[CH3:2])[CH3:6])=[O:43])=[CH:40][C:39]=2[O:47][CH3:48])=[O:36])[CH:12]=[CH:13][CH:14]=1. Given the reactants [C:1]([O:4][CH:5](I)[CH3:6])(=[O:3])[CH3:2].[Cl:8][C:9]1[C:10]([F:49])=[C:11]([C@@H:15]2[C@:19]([C:22]3[CH:27]=[CH:26][C:25]([Cl:28])=[CH:24][C:23]=3[F:29])([C:20]#[N:21])[C@H:18]([CH2:30][C:31]([CH3:34])([CH3:33])[CH3:32])[NH:17][C@H:16]2[C:35]([NH:37][C:38]2[CH:46]=[CH:45][C:41]([C:42]([OH:44])=[O:43])=[CH:40][C:39]=2[O:47][CH3:48])=[O:36])[CH:12]=[CH:13][CH:14]=1.C(=O)([O-])[O-].[Cs+].[Cs+], predict the reaction product. (4) Given the reactants [O:1]=[C:2]1[N:7]([CH2:8][C:9]([OH:11])=O)[N:6]=[N:5][C:4]2[CH:12]=[CH:13][CH:14]=[CH:15][C:3]1=2.C1C=CC2N(O)N=NC=2C=1.C(Cl)CCl.[C:30]1([C@@H:36]([NH2:38])[CH3:37])[CH:35]=[CH:34][CH:33]=[CH:32][CH:31]=1.CCN(C(C)C)C(C)C, predict the reaction product. The product is: [O:1]=[C:2]1[N:7]([CH2:8][C:9]([NH:38][C@H:36]([C:30]2[CH:35]=[CH:34][CH:33]=[CH:32][CH:31]=2)[CH3:37])=[O:11])[N:6]=[N:5][C:4]2[CH:12]=[CH:13][CH:14]=[CH:15][C:3]1=2. (5) Given the reactants Br[CH2:2][C:3]([C:5]12[CH2:14][CH:9]3[CH2:10][CH:11]([CH2:13][CH:7]([CH2:8]3)[CH2:6]1)[CH2:12]2)=[O:4].[CH3:15][N:16]1[C:20]2[CH:21]=[CH:22][CH:23]=[CH:24][C:19]=2[N:18]=[C:17]1[SH:25].C(N(CC)CC)C, predict the reaction product. The product is: [C:5]12([C:3](=[O:4])[CH2:2][S:25][C:17]3[N:16]([CH3:15])[C:20]4[CH:21]=[CH:22][CH:23]=[CH:24][C:19]=4[N:18]=3)[CH2:14][CH:9]3[CH2:10][CH:11]([CH2:13][CH:7]([CH2:8]3)[CH2:6]1)[CH2:12]2. (6) Given the reactants [F:1][C:2]1[CH:9]=[CH:8][C:7]([N+:10]([O-])=O)=[CH:6][C:3]=1[C:4]#[N:5], predict the reaction product. The product is: [NH2:10][C:7]1[CH:8]=[CH:9][C:2]([F:1])=[C:3]([CH:6]=1)[C:4]#[N:5]. (7) Given the reactants [Br:1][C:2]1[CH:7]=[CH:6][C:5]([CH2:8][S:9]([CH:12]=[CH2:13])(=[O:11])=[O:10])=[CH:4][CH:3]=1.[CH3:14][C@@H:15]([NH2:18])[CH2:16][CH3:17], predict the reaction product. The product is: [Br:1][C:2]1[CH:3]=[CH:4][C:5]([CH2:8][S:9]([CH2:12][CH2:13][NH:18][C@@H:15]([CH2:16][CH3:17])[CH3:14])(=[O:11])=[O:10])=[CH:6][CH:7]=1. (8) The product is: [Cl:1][C:2]1[C:3](=[O:32])[N:4]([CH2:34][CH2:35][CH3:36])[CH:5]=[C:6]([C:17]([N:19]2[CH2:24][CH2:23][CH:22]([C:25]3[CH:26]=[CH:27][C:28]([F:31])=[CH:29][CH:30]=3)[CH2:21][CH2:20]2)=[O:18])[C:7]=1[NH:8][C:9]1[CH:14]=[C:13]([Cl:15])[CH:12]=[CH:11][C:10]=1[CH3:16]. Given the reactants [Cl:1][C:2]1[C:3](=[O:32])[NH:4][CH:5]=[C:6]([C:17]([N:19]2[CH2:24][CH2:23][CH:22]([C:25]3[CH:30]=[CH:29][C:28]([F:31])=[CH:27][CH:26]=3)[CH2:21][CH2:20]2)=[O:18])[C:7]=1[NH:8][C:9]1[CH:14]=[C:13]([Cl:15])[CH:12]=[CH:11][C:10]=1[CH3:16].Br[CH2:34][CH2:35][CH3:36], predict the reaction product.